From a dataset of Full USPTO retrosynthesis dataset with 1.9M reactions from patents (1976-2016). Predict the reactants needed to synthesize the given product. (1) Given the product [N+:29]([CH:32]=[CH:18][C:17]1[CH:20]=[CH:21][C:14]([O:13][CH2:1][CH2:2][CH2:3][CH2:4][CH2:5][CH2:6][CH2:7][CH2:8][CH2:9][CH2:10][CH2:11][CH3:12])=[C:15]([O:22][CH3:23])[CH:16]=1)([O-:31])=[O:30], predict the reactants needed to synthesize it. The reactants are: [CH2:1]([O:13][C:14]1[CH:21]=[CH:20][C:17]([CH:18]=O)=[CH:16][C:15]=1[O:22][CH3:23])[CH2:2][CH2:3][CH2:4][CH2:5][CH2:6][CH2:7][CH2:8][CH2:9][CH2:10][CH2:11][CH3:12].C([O-])(=O)C.[NH4+].[N+:29]([CH3:32])([O-:31])=[O:30]. (2) Given the product [I:1][C:2]1[C:10]2[C:5](=[CH:6][N:7]=[C:8](/[N:11]=[CH:12]/[N:13]([CH3:15])[CH3:14])[CH:9]=2)[N:4]([CH3:18])[CH:3]=1, predict the reactants needed to synthesize it. The reactants are: [I:1][C:2]1[C:10]2[C:5](=[CH:6][N:7]=[C:8](/[N:11]=[CH:12]/[N:13]([CH3:15])[CH3:14])[CH:9]=2)[NH:4][CH:3]=1.[OH-].[Na+].[CH3:18]I.O. (3) Given the product [F:1][C:2]1[C:3]([C:33]2[CH:34]=[CH:35][C:28]([O:27][CH:24]3[CH2:25][CH2:26][O:21][CH2:22][CH2:23]3)=[C:29]([CH:32]=2)[C:30]#[N:31])=[C:4]2[C:8](=[CH:9][CH:10]=1)[N:7]([S:11]([C:14]1[CH:19]=[CH:18][CH:17]=[CH:16][CH:15]=1)(=[O:13])=[O:12])[CH:6]=[CH:5]2, predict the reactants needed to synthesize it. The reactants are: [F:1][C:2]1[C:3](I)=[C:4]2[C:8](=[CH:9][CH:10]=1)[N:7]([S:11]([C:14]1[CH:19]=[CH:18][CH:17]=[CH:16][CH:15]=1)(=[O:13])=[O:12])[CH:6]=[CH:5]2.[O:21]1[CH2:26][CH2:25][CH:24]([O:27][C:28]2[CH:35]=[CH:34][C:33](B3OC(C)(C)C(C)(C)O3)=[CH:32][C:29]=2[C:30]#[N:31])[CH2:23][CH2:22]1.C(=O)([O-])[O-].[Na+].[Na+].O. (4) Given the product [CH3:12][N:13]([CH3:15])[CH2:14][CH2:8][C:7]([C:1]1[CH:6]=[CH:5][CH:4]=[CH:3][CH:2]=1)=[O:9], predict the reactants needed to synthesize it. The reactants are: [C:1]1([C:7](=[O:9])[CH3:8])[CH:6]=[CH:5][CH:4]=[CH:3][CH:2]=1.C=O.[CH3:12][NH:13][CH3:14].[C:15](OCC)(=O)C.CCCCCC. (5) Given the product [CH:32]1([C:35]2[CH:40]=[CH:39][C:38]([O:41][CH:23]3[CH2:27][CH2:28][N:6]([C:5]4[CH:7]=[CH:8][C:9]([N:10]5[CH2:14][CH2:13][CH2:12][CH2:11]5)=[C:3]([CH2:1][CH3:2])[CH:4]=4)[C:24]3=[O:25])=[CH:37][CH:36]=2)[CH2:34][CH2:33]1, predict the reactants needed to synthesize it. The reactants are: [CH2:1]([C:3]1[CH:4]=[C:5]([CH:7]=[CH:8][C:9]=1[N:10]1[CH2:14][CH2:13][CH2:12][CH2:11]1)[NH2:6])[CH3:2].C(N(CC)CC)C.Br[CH:23]([CH2:27][CH2:28]Br)[C:24](Cl)=[O:25].[OH-].[K+].[CH:32]1([C:35]2[CH:40]=[CH:39][C:38]([OH:41])=[CH:37][CH:36]=2)[CH2:34][CH2:33]1.